This data is from Forward reaction prediction with 1.9M reactions from USPTO patents (1976-2016). The task is: Predict the product of the given reaction. (1) The product is: [CH3:1][O:2][C:3]1[CH:4]=[C:5]2[C:14](=[CH:15][CH:16]=1)[CH:13]=[C:12]([C:18]1[CH:23]=[CH:22][C:21]([O:24][CH3:25])=[CH:20][CH:19]=1)[CH:11]1[CH:6]2[CH2:7][CH2:8][CH2:9][CH2:10]1. Given the reactants [CH3:1][O:2][C:3]1[CH:4]=[C:5]2[C:14](=[CH:15][CH:16]=1)[CH:13](O)[CH:12]([C:18]1[CH:23]=[CH:22][C:21]([O:24][CH3:25])=[CH:20][CH:19]=1)[CH:11]1[CH:6]2[CH2:7][CH2:8][CH2:9][CH2:10]1.C1(C)C=CC(S(O)(=O)=O)=CC=1.C1C=CC=CC=1, predict the reaction product. (2) The product is: [CH3:22][Si:21]([N:1]([Si:21]([CH3:24])([CH3:23])[CH3:22])[C:2]1[N:7]=[CH:6][CH:5]=[CH:4][N:3]=1)([CH3:24])[CH3:23]. Given the reactants [NH2:1][C:2]1[N:7]=[CH:6][CH:5]=[CH:4][N:3]=1.C(N(CC)CC)C.FC(F)(F)S(O[Si:21]([CH3:24])([CH3:23])[CH3:22])(=O)=O, predict the reaction product. (3) Given the reactants [Cl:1][C:2]1[CH:7]=[CH:6][C:5]([OH:8])=[CH:4][C:3]=1[N+:9]([O-:11])=[O:10].Br.Br[CH2:14][C:15]1[CH:20]=[CH:19][CH:18]=[CH:17][N:16]=1, predict the reaction product. The product is: [Cl:1][C:2]1[CH:7]=[CH:6][C:5]([O:8][CH2:14][C:15]2[CH:20]=[CH:19][CH:18]=[CH:17][N:16]=2)=[CH:4][C:3]=1[N+:9]([O-:11])=[O:10]. (4) Given the reactants C1C(=O)N([Br:8])C(=O)C1.C1(P(C2C=CC=CC=2)C2C=CC=CC=2)C=CC=CC=1.N1C=CC=CC=1.[C:34]([O:38][C:39]([NH:41][C@H:42]([C:47]([O:49][CH:50]1[CH2:54][CH2:53][CH2:52][CH2:51]1)=[O:48])[CH2:43][CH2:44][CH2:45]O)=[O:40])([CH3:37])([CH3:36])[CH3:35], predict the reaction product. The product is: [Br:8][CH2:45][CH2:44][CH2:43][C@@H:42]([C:47]([O:49][CH:50]1[CH2:54][CH2:53][CH2:52][CH2:51]1)=[O:48])[NH:41][C:39]([O:38][C:34]([CH3:37])([CH3:36])[CH3:35])=[O:40]. (5) Given the reactants [Cl:1][C:2]1[CH:7]=[CH:6][C:5](B2OC(C)(C)C(C)(C)O2)=[C:4]([F:17])[C:3]=1[F:18].[NH2:19][C:20]1[N:25]=[C:24](Cl)[N:23]=[C:22]([C:27]([O:29][CH3:30])=[O:28])[CH:21]=1.[F-].[Cs+].P(C1C=C(S([O-])(=O)=O)C=CC=1)(C1C=C(S([O-])(=O)=O)C=CC=1)C1C=C(S([O-])(=O)=O)C=CC=1.[Na+].[Na+].[Na+], predict the reaction product. The product is: [NH2:19][C:20]1[N:25]=[C:24]([C:5]2[CH:6]=[CH:7][C:2]([Cl:1])=[C:3]([F:18])[C:4]=2[F:17])[N:23]=[C:22]([C:27]([O:29][CH3:30])=[O:28])[CH:21]=1. (6) Given the reactants [CH3:1][O:2][C:3]1[CH:9]=[CH:8][C:6]([NH2:7])=[CH:5][CH:4]=1.[CH:10]([C:12]([CH3:14])=O)=[CH2:11], predict the reaction product. The product is: [CH3:1][O:2][C:3]1[CH:9]=[C:8]2[C:6](=[CH:5][CH:4]=1)[N:7]=[CH:11][CH:10]=[C:12]2[CH3:14]. (7) Given the reactants [Cl:1][C:2]1[CH:8]=[CH:7][C:5]([NH2:6])=[CH:4][C:3]=1[CH3:9].[C:10]([C:16](OC)=[O:17])#[C:11][C:12]([O:14][CH3:15])=[O:13], predict the reaction product. The product is: [CH3:15][O:14][C:12]([C:11]1[CH2:10][C:16](=[O:17])[C:7]2[C:5](=[CH:4][C:3]([CH3:9])=[C:2]([Cl:1])[CH:8]=2)[N:6]=1)=[O:13].